Dataset: hERG Central: cardiac toxicity at 1µM, 10µM, and general inhibition. Task: Predict hERG channel inhibition at various concentrations. (1) The drug is N#Cc1ccc(NC(=O)CN2CCN(c3ccccn3)CC2)cc1. Results: hERG_inhib (hERG inhibition (general)): blocker. (2) The drug is O=C(CSc1nc2nn(-c3ccccc3)c(=O)c-2c2n1CCCCC2)NCCCc1ccccc1. Results: hERG_inhib (hERG inhibition (general)): blocker. (3) The drug is O=C(NC1CCN(Cc2ccccc2)CC1)c1cccc(S(=O)(=O)Nc2ccc(F)cc2)c1. Results: hERG_inhib (hERG inhibition (general)): blocker. (4) The molecule is Clc1ccc(-c2cn(-c3ccc(Cl)cc3)c3[n+]2CCCCC3)cc1.[Br-]. Results: hERG_inhib (hERG inhibition (general)): blocker. (5) The drug is COc1ccc(-c2cn(Cc3ccc(C(N)=O)cc3)c(-c3ccncc3)n2)cc1. Results: hERG_inhib (hERG inhibition (general)): blocker.